This data is from Forward reaction prediction with 1.9M reactions from USPTO patents (1976-2016). The task is: Predict the product of the given reaction. The product is: [C:41]([Si:38]([CH3:40])([CH3:39])[O:27][C:24]([C:19]1[CH:20]=[CH:21][CH:22]=[CH:23][C:18]=1[C:16]1[CH:15]=[CH:14][C:12]2[NH:13][C:9]([CH2:8][O:7][C:6]3[CH:28]=[CH:29][C:3]([C:2]([F:1])([F:30])[F:31])=[CH:4][CH:5]=3)=[N:10][C:11]=2[CH:17]=1)=[CH:25][CH3:26])([CH3:44])([CH3:43])[CH3:42]. Given the reactants [F:1][C:2]([F:31])([F:30])[C:3]1[CH:29]=[CH:28][C:6]([O:7][CH2:8][C:9]2[NH:13][C:12]3[CH:14]=[CH:15][C:16]([C:18]4[CH:23]=[CH:22][CH:21]=[CH:20][C:19]=4[C:24](=[O:27])[CH2:25][CH3:26])=[CH:17][C:11]=3[N:10]=2)=[CH:5][CH:4]=1.FC(F)(F)S(O[Si:38]([C:41]([CH3:44])([CH3:43])[CH3:42])([CH3:40])[CH3:39])(=O)=O.C(N(CC)CC)C, predict the reaction product.